This data is from Forward reaction prediction with 1.9M reactions from USPTO patents (1976-2016). The task is: Predict the product of the given reaction. (1) The product is: [CH3:35][C:24]1[N:23]=[C:22]([NH:1][CH:2]2[CH:7]([C:8]3[CH:9]=[CH:10][CH:11]=[CH:12][CH:13]=3)[CH2:6][CH2:5][NH:4][CH2:3]2)[C:31]2[C:26](=[C:27]([C:32]([NH2:34])=[O:33])[CH:28]=[CH:29][CH:30]=2)[N:25]=1. Given the reactants [NH2:1][CH:2]1[CH:7]([C:8]2[CH:13]=[CH:12][CH:11]=[CH:10][CH:9]=2)[CH2:6][CH2:5][N:4](C(OC(C)(C)C)=O)[CH2:3]1.Cl[C:22]1[C:31]2[C:26](=[C:27]([C:32]([NH2:34])=[O:33])[CH:28]=[CH:29][CH:30]=2)[N:25]=[C:24]([CH3:35])[N:23]=1, predict the reaction product. (2) Given the reactants C([N-]C(C)C)(C)C.[Li+].[CH3:9][CH:10]([CH3:18])[C:11]([O:13][C:14]([CH3:17])([CH3:16])[CH3:15])=[O:12].[Br:19][C:20]1[CH:27]=[CH:26][C:23]([CH2:24]Br)=[CH:22][CH:21]=1.Cl, predict the reaction product. The product is: [Br:19][C:20]1[CH:27]=[CH:26][C:23]([CH2:24][C:10]([CH3:18])([CH3:9])[C:11]([O:13][C:14]([CH3:17])([CH3:16])[CH3:15])=[O:12])=[CH:22][CH:21]=1. (3) Given the reactants C[O:2][C:3]([CH:5]1[CH2:10][CH2:9][N:8]([C:11]([O:13][C:14]([CH3:17])([CH3:16])[CH3:15])=[O:12])[CH2:7][CH:6]1[C:18]1[CH:23]=[CH:22][C:21]([F:24])=[C:20]([F:25])[CH:19]=1)=O.[H-].[H-].[H-].[H-].[Li+].[Al+3].[OH-].[Na+].[O-]S([O-])(=O)=O.[Na+].[Na+], predict the reaction product. The product is: [C:14]([O:13][C:11]([N:8]1[CH2:9][CH2:10][CH:5]([CH2:3][OH:2])[CH:6]([C:18]2[CH:23]=[CH:22][C:21]([F:24])=[C:20]([F:25])[CH:19]=2)[CH2:7]1)=[O:12])([CH3:17])([CH3:15])[CH3:16]. (4) Given the reactants [NH2:1][C:2]1[CH:7]=[CH:6][C:5]([OH:8])=[CH:4][CH:3]=1.C(=O)([O-])[O-].[Cs+].[Cs+].Cl[C:16]1[CH:17]=[CH:18][N:19]=[C:20]2[C:25]=1[N:24]=[CH:23][C:22]([O:26][CH3:27])=[CH:21]2.O, predict the reaction product. The product is: [CH3:27][O:26][C:22]1[CH:21]=[C:20]2[C:25]([C:16]([O:8][C:5]3[CH:6]=[CH:7][C:2]([NH2:1])=[CH:3][CH:4]=3)=[CH:17][CH:18]=[N:19]2)=[N:24][CH:23]=1. (5) The product is: [CH3:1][C:2]1([CH3:10])[CH2:7][O:6][CH:5]([C:8]([OH:14])=[O:9])[CH2:4][O:3]1. Given the reactants [CH3:1][C:2]1([CH3:10])[CH2:7][O:6][CH:5]([CH2:8][OH:9])[CH2:4][O:3]1.[OH-].[K+].[Mn]([O-])(=O)(=O)=[O:14].[K+], predict the reaction product. (6) Given the reactants [Cl:1][C:2]1[CH:7]=[CH:6][C:5]([C:8]2([C:11](=O)[CH:12]=[N+:13]=[N-:14])[CH2:10][CH2:9]2)=[CH:4][CH:3]=1.NN1[N:26]=[C:25]([C:27]([F:30])([F:29])[F:28])[C:24]2[C:19](=[CH:20][CH:21]=[CH:22][CH:23]=2)[C:18]1=[O:31].C(N(CC)CC)C.CN(C=[O:43])C, predict the reaction product. The product is: [Cl:1][C:2]1[CH:7]=[CH:6][C:5]([C:8]2([CH2:11][C:12]([NH:13][N:14]3[N:26]=[C:25]([C:27]([F:30])([F:29])[F:28])[C:24]4[C:19](=[CH:20][CH:21]=[CH:22][CH:23]=4)[C:18]3=[O:31])=[O:43])[CH2:10][CH2:9]2)=[CH:4][CH:3]=1. (7) Given the reactants [S:1]1[CH:5]=[CH:4][CH:3]=[C:2]1[C:6]#[N:7].C([O:11][B:12](OC(C)C)[O:13]C(C)C)(C)C.C[Si](C)(C)[N-][Si](C)(C)C.[K+], predict the reaction product. The product is: [C:6]([C:2]1[S:1][C:5]([B:12]([OH:13])[OH:11])=[CH:4][CH:3]=1)#[N:7].